This data is from Full USPTO retrosynthesis dataset with 1.9M reactions from patents (1976-2016). The task is: Predict the reactants needed to synthesize the given product. (1) Given the product [CH2:1]([C@H:3]([NH:10][C:11]([C:13]1[C:22]2[C:17](=[CH:18][CH:19]=[CH:20][CH:21]=2)[N:16]=[C:15]([C:23]2[CH:24]=[CH:25][CH:26]=[CH:27][CH:28]=2)[C:14]=1[O:29][CH2:37][CH2:38][N:39]1[CH2:48][CH2:47][C:46]2[C:41](=[CH:42][CH:43]=[CH:44][CH:45]=2)[C:40]1=[O:49])=[O:12])[C:4]1[CH:5]=[CH:6][CH:7]=[CH:8][CH:9]=1)[CH3:2], predict the reactants needed to synthesize it. The reactants are: [CH2:1]([C@H:3]([NH:10][C:11]([C:13]1[C:22]2[C:17](=[CH:18][CH:19]=[CH:20][CH:21]=2)[N:16]=[C:15]([C:23]2[CH:28]=[CH:27][CH:26]=[CH:25][CH:24]=2)[C:14]=1[OH:29])=[O:12])[C:4]1[CH:9]=[CH:8][CH:7]=[CH:6][CH:5]=1)[CH3:2].C([O-])([O-])=O.[K+].[K+].Cl[CH2:37][CH2:38][N:39]1[CH2:48][CH2:47][C:46]2[C:41](=[CH:42][CH:43]=[CH:44][CH:45]=2)[C:40]1=[O:49]. (2) Given the product [F:21][C:20]1[CH:19]=[C:18]([F:22])[CH:17]=[C:16]([F:23])[C:15]=1[CH:14]1[C:13](=[O:24])[NH:12][C:11]2[N:10]=[N:9][CH:8]=[N:7][C:6]=2[C:4]1=[O:5], predict the reactants needed to synthesize it. The reactants are: C(O[C:4]([C:6]1[N:7]=[CH:8][N:9]=[N:10][C:11]=1[NH:12][C:13](=[O:24])[CH2:14][C:15]1[C:20]([F:21])=[CH:19][C:18]([F:22])=[CH:17][C:16]=1[F:23])=[O:5])C.C(=O)([O-])[O-].[K+].[K+]. (3) Given the product [CH:1]1([C:5]2[CH:10]=[CH:9][C:8]([C:21]3[CH:20]=[N:19][C:18]([NH2:17])=[N:23][CH:22]=3)=[C:7]([F:14])[C:6]=2[O:15][CH3:16])[CH2:4][CH2:3][CH2:2]1, predict the reactants needed to synthesize it. The reactants are: [CH:1]1([C:5]2[CH:10]=[CH:9][C:8](B(O)O)=[C:7]([F:14])[C:6]=2[O:15][CH3:16])[CH2:4][CH2:3][CH2:2]1.[NH2:17][C:18]1[N:23]=[CH:22][C:21](Br)=[CH:20][N:19]=1. (4) Given the product [C:40]([O:39][C:37]([N:19]([CH2:20][C:21]1[CH:30]=[CH:29][C:24]2[O:25][CH2:26][CH2:27][O:28][C:23]=2[CH:22]=1)[CH:2]1[CH2:7][CH2:6][N:5]([C:8]([O:10][C:11]([CH3:14])([CH3:13])[CH3:12])=[O:9])[CH2:4][CH:3]1[C:15]([O:17][CH3:18])=[O:16])=[O:38])([CH3:43])([CH3:42])[CH3:41], predict the reactants needed to synthesize it. The reactants are: O=[C:2]1[CH2:7][CH2:6][N:5]([C:8]([O:10][C:11]([CH3:14])([CH3:13])[CH3:12])=[O:9])[CH2:4][CH:3]1[C:15]([O:17][CH3:18])=[O:16].[NH2:19][CH2:20][C:21]1[CH:30]=[CH:29][C:24]2[O:25][CH2:26][CH2:27][O:28][C:23]=2[CH:22]=1.C(=O)([O-])[O-].[K+].[K+].[C:37](O[C:37]([O:39][C:40]([CH3:43])([CH3:42])[CH3:41])=[O:38])([O:39][C:40]([CH3:43])([CH3:42])[CH3:41])=[O:38]. (5) The reactants are: [C:1]([O:5][C:6]([NH:8][CH2:9][CH2:10][C:11]1[CH:19]=[CH:18][C:14]([C:15]([OH:17])=O)=[CH:13][CH:12]=1)=[O:7])([CH3:4])([CH3:3])[CH3:2].ON1C2C=CC=CC=2N=N1.Cl.C(N=C=NCCCN(C)C)C.[F:42][C:43]1[CH:48]=[CH:47][C:46]([C:49]2[CH:54]=[CH:53][C:52]([C:55]3[N:60]=[C:59]([NH:61][C:62]4[CH:67]=[CH:66][C:65]([NH2:68])=[CH:64][CH:63]=4)[N:58]4[N:69]=[CH:70][CH:71]=[C:57]4[CH:56]=3)=[CH:51][CH:50]=2)=[CH:45][CH:44]=1. Given the product [C:1]([O:5][C:6](=[O:7])[NH:8][CH2:9][CH2:10][C:11]1[CH:12]=[CH:13][C:14]([C:15](=[O:17])[NH:68][C:65]2[CH:66]=[CH:67][C:62]([NH:61][C:59]3[N:58]4[N:69]=[CH:70][CH:71]=[C:57]4[CH:56]=[C:55]([C:52]4[CH:53]=[CH:54][C:49]([C:46]5[CH:47]=[CH:48][C:43]([F:42])=[CH:44][CH:45]=5)=[CH:50][CH:51]=4)[N:60]=3)=[CH:63][CH:64]=2)=[CH:18][CH:19]=1)([CH3:2])([CH3:3])[CH3:4], predict the reactants needed to synthesize it. (6) The reactants are: [CH2:1](Br)[CH:2]=[CH2:3].[CH2:5]([OH:27])[C@H:6]1[O:11][C@H:10]([O:12][C@:13]2([CH2:22][OH:23])[O:17][C@H:16]([CH2:18][OH:19])[C@@H:15]([OH:20])[C@@H:14]2[OH:21])[C@H:9]([OH:24])[C@@H:8]([OH:25])[C@@H:7]1[OH:26]. Given the product [CH2:3]=[CH:2][CH2:1][O:27][CH2:5][C@H:6]1[O:11][C@H:10]([O:12][C@:13]2([CH2:22][OH:23])[O:17][C@H:16]([CH2:18][OH:19])[C@@H:15]([OH:20])[C@@H:14]2[OH:21])[C@H:9]([OH:24])[C@@H:8]([OH:25])[C@@H:7]1[OH:26], predict the reactants needed to synthesize it. (7) Given the product [C:16]([C:15]1[C:8]2[C:9](=[C:10]([CH3:12])[N:11]=[C:6]([C:4]([NH:32][CH2:33][C:34]([OH:36])=[O:35])=[O:5])[C:7]=2[OH:31])[N:13]([C:25]2[CH:30]=[CH:29][CH:28]=[CH:27][CH:26]=2)[C:14]=1[C:18]1[CH:23]=[CH:22][C:21]([F:24])=[CH:20][CH:19]=1)#[N:17], predict the reactants needed to synthesize it. The reactants are: C(O[C:4]([C:6]1[C:7]([OH:31])=[C:8]2[C:15]([C:16]#[N:17])=[C:14]([C:18]3[CH:23]=[CH:22][C:21]([F:24])=[CH:20][CH:19]=3)[N:13]([C:25]3[CH:30]=[CH:29][CH:28]=[CH:27][CH:26]=3)[C:9]2=[C:10]([CH3:12])[N:11]=1)=[O:5])C.[NH2:32][CH2:33][C:34]([OH:36])=[O:35].C[O-].[Na+].CO.